From a dataset of Reaction yield outcomes from USPTO patents with 853,638 reactions. Predict the reaction yield, written as a fraction of the theoretical maximum amount of product (1.0 means a 100% yield; for example, 0.34 means a 34% yield). (1) The reactants are [CH3:1][N:2]1[N:6]=[N:5][C:4]([C:7]2[CH:12]=[CH:11][C:10]([C:13]3[CH:18]=[CH:17][C:16]([N:19]4[CH2:23][C@H:22]([CH2:24][OH:25])[O:21][C:20]4=[O:26])=[CH:15][C:14]=3[F:27])=[CH:9][N:8]=2)=[N:3]1.[CH3:28][S:29](Cl)(=[O:31])=[O:30].C(N(CC)CC)C.O. The catalyst is C(Cl)Cl.[Cl-].[Na+].O. The product is [CH3:1][N:2]1[N:6]=[N:5][C:4]([C:7]2[CH:12]=[CH:11][C:10]([C:13]3[CH:18]=[CH:17][C:16]([N:19]4[CH2:23][C@H:22]([CH2:24][O:25][S:29]([CH3:28])(=[O:31])=[O:30])[O:21][C:20]4=[O:26])=[CH:15][C:14]=3[F:27])=[CH:9][N:8]=2)=[N:3]1. The yield is 0.820. (2) The reactants are BrC1C=CC(O)=C(C2C=[CH:16][C:15]3[C:10](=[CH:11][CH:12]=[C:13]([C:18]4[N:22]([CH:23]5[CH2:28][CH2:27][CH2:26][CH2:25][CH2:24]5)[C:21]5[CH:29]=[CH:30][C:31]([C:33]([OH:35])=[O:34])=[CH:32][C:20]=5[N:19]=4)[CH:14]=3)[N:9]=2)C=1.C(OC(C1C=CC2N(C3CCCCC3)C(C3C=CC(N)=C(C=O)C=3)=NC=2C=1)=O)C.[OH:66][C:67]1[CH:72]=[C:71]([O:73][CH3:74])[CH:70]=[C:69]([O:75][CH3:76])[C:68]=1[C:77](=O)[CH3:78].[OH-].[K+]. The catalyst is C(O)C. The product is [CH:23]1([N:22]2[C:21]3[CH:29]=[CH:30][C:31]([C:33]([OH:35])=[O:34])=[CH:32][C:20]=3[N:19]=[C:18]2[C:13]2[CH:14]=[C:15]3[C:10](=[CH:11][CH:12]=2)[N:9]=[C:77]([C:68]2[C:69]([O:75][CH3:76])=[CH:70][C:71]([O:73][CH3:74])=[CH:72][C:67]=2[OH:66])[CH:78]=[CH:16]3)[CH2:24][CH2:25][CH2:26][CH2:27][CH2:28]1. The yield is 0.650.